From a dataset of Catalyst prediction with 721,799 reactions and 888 catalyst types from USPTO. Predict which catalyst facilitates the given reaction. (1) Reactant: [CH3:1][C:2]([CH3:46])([CH2:44][CH3:45])[CH2:3][C:4]1[N:5]=[C:6]([CH2:28][CH2:29][C:30]2[CH:35]=[CH:34][C:33]([C:36]3[CH:41]=[CH:40][CH:39]=[CH:38][N:37]=3)=[C:32]([O:42]C)[CH:31]=2)[N:7](C(C2C=CC=CC=2)(C2C=CC=CC=2)C2C=CC=CC=2)[CH:8]=1. Product: [CH3:1][C:2]([CH3:46])([CH2:44][CH3:45])[CH2:3][C:4]1[N:5]=[C:6]([CH2:28][CH2:29][C:30]2[CH:35]=[CH:34][C:33]([C:36]3[CH:41]=[CH:40][CH:39]=[CH:38][N:37]=3)=[C:32]([OH:42])[CH:31]=2)[NH:7][CH:8]=1. The catalyst class is: 570. (2) Reactant: [CH2:1]1COCC1.[Br:6][C:7]1[CH:8]=[C:9]([CH:12]=[C:13]([F:15])[CH:14]=1)[CH:10]=[O:11].C[Mg]Br. Product: [Br:6][C:7]1[CH:8]=[C:9]([CH:10]([OH:11])[CH3:1])[CH:12]=[C:13]([F:15])[CH:14]=1. The catalyst class is: 28. (3) Reactant: [C:1]([O:5][C:6]([NH:8][C:9]1[CH:17]=[CH:16][C:12]([C:13]([OH:15])=O)=[CH:11][CH:10]=1)=[O:7])([CH3:4])([CH3:3])[CH3:2].[Br:18][C:19]1[CH:34]=[CH:33][C:22]([CH2:23][NH:24][CH2:25][C:26]([O:28][C:29]([CH3:32])([CH3:31])[CH3:30])=[O:27])=[CH:21][CH:20]=1.CN(C(ON1N=NC2C=CC=NC1=2)=[N+](C)C)C.F[P-](F)(F)(F)(F)F. Product: [Br:18][C:19]1[CH:20]=[CH:21][C:22]([CH2:23][N:24]([CH2:25][C:26]([O:28][C:29]([CH3:30])([CH3:31])[CH3:32])=[O:27])[C:13](=[O:15])[C:12]2[CH:11]=[CH:10][C:9]([NH:8][C:6]([O:5][C:1]([CH3:2])([CH3:3])[CH3:4])=[O:7])=[CH:17][CH:16]=2)=[CH:33][CH:34]=1. The catalyst class is: 499. (4) Reactant: [CH3:1][O:2][C:3]1[CH:4]=[CH:5][C:6]2[CH2:12][C:11](=[O:13])[CH2:10][CH2:9][CH2:8][C:7]=2[CH:14]=1.N1CCCC1.[CH2:20](Br)[C:21]1[CH:26]=[CH:25][CH:24]=[CH:23][CH:22]=1.O. Product: [CH2:20]([CH:12]1[C:6]2[CH:5]=[CH:4][C:3]([O:2][CH3:1])=[CH:14][C:7]=2[CH2:8][CH2:9][CH2:10][C:11]1=[O:13])[C:21]1[CH:26]=[CH:25][CH:24]=[CH:23][CH:22]=1. The catalyst class is: 11. (5) Reactant: [OH:1][CH:2]1[CH2:5][N:4]([C:6]2[S:7][CH:8]=[C:9]([C:11]([N:13]3[CH2:18][CH2:17][CH2:16][CH2:15][CH2:14]3)=[O:12])[N:10]=2)[CH2:3]1.[CH3:19][S:20](Cl)(=[O:22])=[O:21].C(N(CC)CC)C. Product: [CH3:19][S:20]([O:1][CH:2]1[CH2:5][N:4]([C:6]2[S:7][CH:8]=[C:9]([C:11]([N:13]3[CH2:14][CH2:15][CH2:16][CH2:17][CH2:18]3)=[O:12])[N:10]=2)[CH2:3]1)(=[O:22])=[O:21]. The catalyst class is: 2. (6) Reactant: [Si]([O:8][CH2:9][C@H:10]1[CH2:14][C@@H:13]([N:15]2[C:23](=[O:24])[C:22]3[C:17](=[CH:18][CH:19]=[CH:20][CH:21]=3)[C:16]2=[O:25])[C@H:12]([O:26][CH3:27])[C@@H:11]1[O:28][Si:29]([C:42]([CH3:45])([CH3:44])[CH3:43])([C:36]1[CH:41]=[CH:40][CH:39]=[CH:38][CH:37]=1)[C:30]1[CH:35]=[CH:34][CH:33]=[CH:32][CH:31]=1)(C(C)(C)C)(C)C.CC1C=CC(S([O-])(=O)=O)=CC=1.C1C=C[NH+]=CC=1. Product: [Si:29]([O:28][C@@H:11]1[C@@H:10]([CH2:9][OH:8])[CH2:14][C@@H:13]([N:15]2[C:23](=[O:24])[C:22]3[C:17](=[CH:18][CH:19]=[CH:20][CH:21]=3)[C:16]2=[O:25])[C@@H:12]1[O:26][CH3:27])([C:42]([CH3:43])([CH3:45])[CH3:44])([C:36]1[CH:37]=[CH:38][CH:39]=[CH:40][CH:41]=1)[C:30]1[CH:31]=[CH:32][CH:33]=[CH:34][CH:35]=1. The catalyst class is: 8. (7) Reactant: Br[C:2]1[CH:23]=[CH:22][C:5]2[C:6]3[N:10]([CH2:11][CH2:12][O:13][C:4]=2[CH:3]=1)[CH:9]=[C:8]([C:14]1[N:15]([CH:19]([CH3:21])[CH3:20])[N:16]=[CH:17][N:18]=1)[N:7]=3.[CH3:24][C:25]([OH:42])([CH3:41])[CH2:26][N:27]1[CH:31]=[C:30](B2OC(C)(C)C(C)(C)O2)[CH:29]=[N:28]1.C(=O)([O-])[O-].[Cs+].[Cs+].ClCCl. Product: [CH:19]([N:15]1[C:14]([C:8]2[N:7]=[C:6]3[C:5]4[CH:22]=[CH:23][C:2]([C:30]5[CH:29]=[N:28][N:27]([CH2:26][C:25]([CH3:41])([OH:42])[CH3:24])[CH:31]=5)=[CH:3][C:4]=4[O:13][CH2:12][CH2:11][N:10]3[CH:9]=2)=[N:18][CH:17]=[N:16]1)([CH3:21])[CH3:20]. The catalyst class is: 117. (8) Reactant: [CH2:1]([O:3][C:4]1[C:12]2[C:11](=[O:13])[N:10]([C:14]3[CH:19]=[CH:18][C:17]([CH2:20][C:21]([O:23]CC)=[O:22])=[CH:16][CH:15]=3)[C:9](=[O:26])[C:8]=2[C:7]([O:27][CH2:28][C:29]2[CH:34]=[CH:33][CH:32]=[CH:31][CH:30]=2)=[C:6]2[CH:35]=[CH:36][CH:37]=[CH:38][C:5]=12)[CH3:2].C(O)(=O)C.Cl. Product: [CH2:1]([O:3][C:4]1[C:12]2[C:11](=[O:13])[N:10]([C:14]3[CH:19]=[CH:18][C:17]([CH2:20][C:21]([OH:23])=[O:22])=[CH:16][CH:15]=3)[C:9](=[O:26])[C:8]=2[C:7]([O:27][CH2:28][C:29]2[CH:34]=[CH:33][CH:32]=[CH:31][CH:30]=2)=[C:6]2[CH:35]=[CH:36][CH:37]=[CH:38][C:5]=12)[CH3:2]. The catalyst class is: 6. (9) Reactant: C([O:4][C@@H:5]1[C@H:9]([O:10][CH2:11][C:12]2[CH:17]=[CH:16][CH:15]=[CH:14][CH:13]=2)[C@:8]([CH2:21][O:22][CH2:23][C:24]2[CH:29]=[CH:28][CH:27]=[CH:26][CH:25]=2)([CH:18]([F:20])[F:19])[O:7][C@H:6]1[N:30]1[CH:35]=[CH:34][C:33](=[O:36])[NH:32][C:31]1=[O:37])(=O)C.CO.O1CCOCC1. Product: [CH2:11]([O:10][C@@H:9]1[C@:8]([CH2:21][O:22][CH2:23][C:24]2[CH:29]=[CH:28][CH:27]=[CH:26][CH:25]=2)([CH:18]([F:19])[F:20])[O:7][C@@H:6]([N:30]2[CH:35]=[CH:34][C:33](=[O:36])[NH:32][C:31]2=[O:37])[C@@H:5]1[OH:4])[C:12]1[CH:17]=[CH:16][CH:15]=[CH:14][CH:13]=1. The catalyst class is: 328. (10) Reactant: [NH:1]1[CH2:6][CH2:5][O:4][CH2:3][CH2:2]1.N1C=CC=CC=1.Cl[C:14](OC1C=CC([N+]([O-])=O)=CC=1)=[O:15].[CH3:26][C:27]1[CH:32]=[C:31]([OH:33])[C:30]2[O:34][C:35]3[C:40]([C:41]([O:43][CH2:44][C:29]=2[CH:28]=1)=[O:42])=[C:39]([O:45][CH3:46])[C:38]([C@@H:47]([OH:52])[CH2:48][CH:49]([CH3:51])[CH3:50])=[CH:37][CH:36]=3.[H-].[Na+].C(=O)([O-])[O-].[Cs+].[Cs+].C(Cl)(=O)N.Cl. Product: [N:1]1([C:14]([O:33][C:31]2[C:30]3[O:34][C:35]4[CH:36]=[CH:37][C:38]([C@@H:47]([OH:52])[CH2:48][CH:49]([CH3:50])[CH3:51])=[C:39]([O:45][CH3:46])[C:40]=4[C:41](=[O:42])[O:43][CH2:44][C:29]=3[CH:28]=[C:27]([CH3:26])[CH:32]=2)=[O:15])[CH2:6][CH2:5][O:4][CH2:3][CH2:2]1. The catalyst class is: 120.